Task: Predict the reaction yield, written as a fraction of the theoretical maximum amount of product (1.0 means a 100% yield; for example, 0.34 means a 34% yield).. Dataset: Reaction yield outcomes from USPTO patents with 853,638 reactions (1) The reactants are [N+:1]([C:4]1[CH:12]=[C:11]2[C:7]([CH:8]=[CH:9][NH:10]2)=[CH:6][CH:5]=1)([O-:3])=[O:2].CCN(C(C)C)C(C)C.[C:22](Br)([CH3:25])([CH3:24])[CH3:23]. The catalyst is CCCC[N+](CCCC)(CCCC)CCCC.[I-].C1(C)C=CC=CC=1.[O-]S(C(F)(F)F)(=O)=O.[Zn+2].[O-]S(C(F)(F)F)(=O)=O. The product is [C:22]([C:8]1[C:7]2[C:11](=[CH:12][C:4]([N+:1]([O-:3])=[O:2])=[CH:5][CH:6]=2)[NH:10][CH:9]=1)([CH3:25])([CH3:24])[CH3:23]. The yield is 0.190. (2) The reactants are Cl[C:2]1[CH:7]=[CH:6][N:5]=[C:4]([N:8]2[CH2:19][CH2:18][N:17]3[C:10](=[CH:11][C:12]4[CH2:13][C:14]([CH3:21])([CH3:20])[CH2:15][C:16]=43)[C:9]2=[O:22])[C:3]=1[CH:23]=[O:24].[CH3:25][N:26]1[C:31](=[O:32])[C:30]([NH:33][C:34]2[CH:46]=[C:37]3[CH2:38][N:39]([CH:42]4[CH2:45][O:44][CH2:43]4)[CH2:40][CH2:41][N:36]3[N:35]=2)=[CH:29][C:28](B(O)O)=[CH:27]1.[O-]P([O-])([O-])=O.[K+].[K+].[K+].O.O.O.C([O-])(=O)C.[Na+]. The catalyst is O.C1C=CC(P(C2C=CC=CC=2)[C-]2C=CC=C2)=CC=1.C1C=CC(P(C2C=CC=CC=2)[C-]2C=CC=C2)=CC=1.Cl[Pd]Cl.[Fe+2].C(#N)C. The product is [CH3:20][C:14]1([CH3:21])[CH2:13][C:12]2[CH:11]=[C:10]3[N:17]([CH2:18][CH2:19][N:8]([C:4]4[C:3]([CH:23]=[O:24])=[C:2]([C:28]5[CH:29]=[C:30]([NH:33][C:34]6[CH:46]=[C:37]7[CH2:38][N:39]([CH:42]8[CH2:45][O:44][CH2:43]8)[CH2:40][CH2:41][N:36]7[N:35]=6)[C:31](=[O:32])[N:26]([CH3:25])[CH:27]=5)[CH:7]=[CH:6][N:5]=4)[C:9]3=[O:22])[C:16]=2[CH2:15]1. The yield is 0.310.